Dataset: NCI-60 drug combinations with 297,098 pairs across 59 cell lines. Task: Regression. Given two drug SMILES strings and cell line genomic features, predict the synergy score measuring deviation from expected non-interaction effect. (1) Drug 1: CC1C(C(CC(O1)OC2CC(CC3=C2C(=C4C(=C3O)C(=O)C5=C(C4=O)C(=CC=C5)OC)O)(C(=O)CO)O)N)O.Cl. Drug 2: CC12CCC3C(C1CCC2=O)CC(=C)C4=CC(=O)C=CC34C. Cell line: BT-549. Synergy scores: CSS=-0.931, Synergy_ZIP=1.75, Synergy_Bliss=1.24, Synergy_Loewe=-2.66, Synergy_HSA=-2.34. (2) Drug 1: C1=NC2=C(N1)C(=S)N=CN2. Drug 2: CS(=O)(=O)OCCCCOS(=O)(=O)C. Cell line: MCF7. Synergy scores: CSS=21.1, Synergy_ZIP=-4.66, Synergy_Bliss=3.36, Synergy_Loewe=-20.0, Synergy_HSA=-0.159. (3) Drug 1: C1=CC(=CC=C1C#N)C(C2=CC=C(C=C2)C#N)N3C=NC=N3. Drug 2: CC1C(C(=O)NC(C(=O)N2CCCC2C(=O)N(CC(=O)N(C(C(=O)O1)C(C)C)C)C)C(C)C)NC(=O)C3=C4C(=C(C=C3)C)OC5=C(C(=O)C(=C(C5=N4)C(=O)NC6C(OC(=O)C(N(C(=O)CN(C(=O)C7CCCN7C(=O)C(NC6=O)C(C)C)C)C)C(C)C)C)N)C. Cell line: RXF 393. Synergy scores: CSS=-0.220, Synergy_ZIP=3.54, Synergy_Bliss=5.72, Synergy_Loewe=1.59, Synergy_HSA=1.63.